From a dataset of Forward reaction prediction with 1.9M reactions from USPTO patents (1976-2016). Predict the product of the given reaction. Given the reactants Cl[C:2]1[S:6][CH:5]=[N:4][C:3]=1[CH:7]=[O:8].[Na+].[N:10]1[CH:15]=[CH:14][CH:13]=[CH:12][C:11]=1[S:16]([O-:18])=[O:17], predict the reaction product. The product is: [N:10]1[CH:15]=[CH:14][CH:13]=[CH:12][C:11]=1[S:16]([C:2]1[S:6][CH:5]=[N:4][C:3]=1[CH:7]=[O:8])(=[O:18])=[O:17].